This data is from Forward reaction prediction with 1.9M reactions from USPTO patents (1976-2016). The task is: Predict the product of the given reaction. (1) Given the reactants [CH3:1][C:2]1[CH:7]=[C:6]([C:8](=[O:16])[CH2:9][C:10]2[CH:15]=[CH:14][CH:13]=[CH:12][CH:11]=2)[CH:5]=[CH:4][N:3]=1.[H-].[Na+].[CH3:19]I, predict the reaction product. The product is: [CH3:1][C:2]1[CH:7]=[C:6]([C:8](=[O:16])[CH:9]([C:10]2[CH:11]=[CH:12][CH:13]=[CH:14][CH:15]=2)[CH3:19])[CH:5]=[CH:4][N:3]=1. (2) The product is: [C:1]([O:8][C@@H:36]([CH2:35][O:34][C:31](=[O:33])[C:32]1[CH:15]=[CH:14][CH:13]=[CH:12][CH:11]=1)[C:18]([OH:20])=[O:19])(=[O:30])[C:2]1[CH:7]=[CH:6][CH:5]=[CH:4][CH:3]=1. Given the reactants [C:1](Cl)(=[O:8])[C:2]1[CH:7]=[CH:6][CH:5]=[CH:4][CH:3]=1.N1[CH:15]=[CH:14][CH:13]=[CH:12][CH:11]=1.O[C@@H](CO)[C:18]([O:20]CC1C=CC=CC=1)=[O:19].[OH2:30].[C:31]([O:34][CH2:35][CH3:36])(=[O:33])[CH3:32], predict the reaction product. (3) Given the reactants [F:1][C:2]1[CH:3]=[C:4]([CH:7]=[C:8]([F:10])[CH:9]=1)[CH:5]=O.[NH:11]1[CH2:15][CH2:14][CH2:13][CH2:12]1.C(O[BH-](OC(=O)C)OC(=O)C)(=O)C.[Na+].C([O-])(O)=O.[Na+], predict the reaction product. The product is: [F:1][C:2]1[CH:3]=[C:4]([CH:7]=[C:8]([F:10])[CH:9]=1)[CH2:5][N:11]1[CH2:15][CH2:14][CH2:13][CH2:12]1. (4) Given the reactants [F:1][C:2]1[CH:26]=[C:25]([S:27]([C:30]2[CH:35]=[CH:34][CH:33]=[CH:32][CH:31]=2)(=[O:29])=[O:28])[CH:24]=[CH:23][C:3]=1[O:4][C:5]1[CH:6]=[C:7]([CH2:19][C:20]([OH:22])=[O:21])[CH:8]=[C:9](OS(C(F)(F)F)(=O)=O)[CH:10]=1.[CH3:36][Zn]C, predict the reaction product. The product is: [F:1][C:2]1[CH:26]=[C:25]([S:27]([C:30]2[CH:31]=[CH:32][CH:33]=[CH:34][CH:35]=2)(=[O:29])=[O:28])[CH:24]=[CH:23][C:3]=1[O:4][C:5]1[CH:6]=[C:7]([CH2:19][C:20]([OH:22])=[O:21])[CH:8]=[C:9]([CH3:36])[CH:10]=1. (5) Given the reactants [C:1]([O:5][C:6]([N:8]1[CH2:11][CH2:10][C@H:9]1[CH2:12][O:13][C:14]1[CH:15]=[N:16][CH:17]=[C:18](Br)[CH:19]=1)=[O:7])([CH3:4])([CH3:3])[CH3:2].[CH3:21][N:22]1[C:31]2[C:26](=[CH:27][C:28](B3OC(C)(C)C(C)(C)O3)=[CH:29][CH:30]=2)[CH2:25][CH2:24][C:23]1=[O:41].CN(C=O)C.C([O-])([O-])=O.[Na+].[Na+], predict the reaction product. The product is: [C:1]([O:5][C:6]([N:8]1[CH2:11][CH2:10][C@H:9]1[CH2:12][O:13][C:14]1[CH:15]=[N:16][CH:17]=[C:18]([C:28]2[CH:27]=[C:26]3[C:31](=[CH:30][CH:29]=2)[N:22]([CH3:21])[C:23](=[O:41])[CH2:24][CH2:25]3)[CH:19]=1)=[O:7])([CH3:4])([CH3:3])[CH3:2]. (6) Given the reactants Cl.Cl.[NH:3]1[CH2:8][CH2:7][CH:6]([O:9][C:10]2[CH:25]=[CH:24][C:13]([O:14][CH2:15][CH2:16][CH2:17][N:18]3[CH2:23][CH2:22][CH2:21][CH2:20][CH2:19]3)=[CH:12][CH:11]=2)[CH2:5][CH2:4]1.[Cl:26]CCl.[CH:29]1([C:33](Cl)=[O:34])[CH2:32][CH2:31][CH2:30]1, predict the reaction product. The product is: [ClH:26].[CH:29]1([C:33]([N:3]2[CH2:4][CH2:5][CH:6]([O:9][C:10]3[CH:11]=[CH:12][C:13]([O:14][CH2:15][CH2:16][CH2:17][N:18]4[CH2:23][CH2:22][CH2:21][CH2:20][CH2:19]4)=[CH:24][CH:25]=3)[CH2:7][CH2:8]2)=[O:34])[CH2:32][CH2:31][CH2:30]1.